This data is from Reaction yield outcomes from USPTO patents with 853,638 reactions. The task is: Predict the reaction yield, written as a fraction of the theoretical maximum amount of product (1.0 means a 100% yield; for example, 0.34 means a 34% yield). (1) The reactants are [CH3:1][C:2]([C:4]1[CH:9]=[C:8]([O:10][CH3:11])[C:7]([OH:12])=[C:6]([O:13][CH3:14])[CH:5]=1)=[O:3].C([O-])([O-])=O.[K+].[K+].C(N(CC)CC)C.[C:28](Cl)(=[O:30])[CH3:29]. The catalyst is ClCCl.O. The product is [C:28]([O:12][C:7]1[C:6]([O:13][CH3:14])=[CH:5][C:4]([C:2](=[O:3])[CH3:1])=[CH:9][C:8]=1[O:10][CH3:11])(=[O:30])[CH3:29]. The yield is 0.990. (2) The reactants are O[CH:2]([P:12](=[O:19])([O:16][CH2:17][CH3:18])[O:13][CH2:14][CH3:15])[C:3]1[CH:8]=[CH:7][C:6]([N+:9]([O-:11])=[O:10])=[CH:5][CH:4]=1.C(N(S(F)(F)[F:26])CC)C.OP([O-])(O)=O.[Na+]. The catalyst is ClCCl. The product is [F:26][CH:2]([P:12](=[O:19])([O:16][CH2:17][CH3:18])[O:13][CH2:14][CH3:15])[C:3]1[CH:8]=[CH:7][C:6]([N+:9]([O-:11])=[O:10])=[CH:5][CH:4]=1. The yield is 0.430. (3) The reactants are [Br:1][C:2]1[CH:3]=[C:4]2[C:9](=[CH:10][CH:11]=1)[N:8]([CH3:12])[CH:7]=[C:6]([N+:13]([O-])=O)[C:5]2=[O:16].O.NN. The catalyst is [Ni].CO. The product is [NH2:13][C:6]1[C:5](=[O:16])[C:4]2[C:9](=[CH:10][CH:11]=[C:2]([Br:1])[CH:3]=2)[N:8]([CH3:12])[CH:7]=1. The yield is 0.930.